Dataset: Full USPTO retrosynthesis dataset with 1.9M reactions from patents (1976-2016). Task: Predict the reactants needed to synthesize the given product. (1) The reactants are: O[CH:2]=[C:3]1[C:11]2[C:6](=[CH:7][C:8]([C:12]([C:14]3[CH:15]=[C:16]([NH:20][C:21]([C:23]4[CH:24]=[N:25][N:26]([CH3:29])[C:27]=4[Cl:28])=[O:22])[CH:17]=[CH:18][CH:19]=3)=[O:13])=[CH:9][CH:10]=2)[NH:5][C:4]1=[O:30].C1COCC1.[N:36]1([CH2:41][CH2:42][C:43]2[CH:48]=[CH:47][C:46]([NH2:49])=[CH:45][CH:44]=2)[CH2:40][CH2:39][CH2:38][CH2:37]1. Given the product [O:30]=[C:4]1[C:3](=[CH:2][NH:49][C:46]2[CH:47]=[CH:48][C:43]([CH2:42][CH2:41][N:36]3[CH2:40][CH2:39][CH2:38][CH2:37]3)=[CH:44][CH:45]=2)[C:11]2[C:6](=[CH:7][C:8]([C:12]([C:14]3[CH:15]=[C:16]([NH:20][C:21]([C:23]4[CH:24]=[N:25][N:26]([CH3:29])[C:27]=4[Cl:28])=[O:22])[CH:17]=[CH:18][CH:19]=3)=[O:13])=[CH:9][CH:10]=2)[NH:5]1, predict the reactants needed to synthesize it. (2) Given the product [CH3:1][O:2][C:3]1[C:8]2[O:9][C:10]3[C:11]4[CH:12]([CH2:13][NH:14][CH2:15][C:16]=4[CH:17]=[CH:18][CH:19]=3)[C:7]=2[CH:6]=[CH:5][C:4]=1[O:20][CH3:21], predict the reactants needed to synthesize it. The reactants are: [CH3:1][O:2][C:3]1[C:8]2[O:9][C:10]3[C:11]4[C:16]([CH:17]=[CH:18][CH:19]=3)=[CH:15][N:14]=[CH:13][C:12]=4[C:7]=2[CH:6]=[CH:5][C:4]=1[O:20][CH3:21].Cl. (3) Given the product [Br:51][CH2:22][C:21]([C:2]1[N:7]=[N:6][C:5]([NH:8][CH2:9][C:10]([C:13]2[CH:18]=[CH:17][C:16]([F:19])=[CH:15][CH:14]=2)([CH3:12])[CH3:11])=[CH:4][CH:3]=1)=[O:20], predict the reactants needed to synthesize it. The reactants are: Cl[C:2]1[N:7]=[N:6][C:5]([NH:8][CH2:9][C:10]([C:13]2[CH:18]=[CH:17][C:16]([F:19])=[CH:15][CH:14]=2)([CH3:12])[CH3:11])=[CH:4][CH:3]=1.[O:20]1CCO[CH2:22][CH2:21]1.C([Sn](CCCC)(CCCC)C(OCC)=C)CCC.C1C(=O)N([Br:51])C(=O)C1. (4) Given the product [CH3:24][O:25][C:26](=[O:38])[C:27]1[CH:32]=[CH:31][CH:30]=[C:29]([N:51]2[C:11]([CH3:12])=[CH:10][CH:9]=[C:8]2[C:6]2[CH:7]=[C:2]([CH3:1])[CH:3]=[CH:4][C:5]=2[O:15][CH2:16][C:17]2[CH:22]=[CH:21][C:20]([F:23])=[CH:19][CH:18]=2)[C:28]=1[NH:34][C:35](=[O:37])[CH3:36], predict the reactants needed to synthesize it. The reactants are: [CH3:1][C:2]1[CH:3]=[CH:4][C:5]([O:15][CH2:16][C:17]2[CH:22]=[CH:21][C:20]([F:23])=[CH:19][CH:18]=2)=[C:6]([C:8](=O)[CH2:9][CH2:10][C:11](=O)[CH3:12])[CH:7]=1.[CH3:24][O:25][C:26](=[O:38])[C:27]1[CH:32]=[C:31](N)[CH:30]=[CH:29][C:28]=1[NH:34][C:35](=[O:37])[CH3:36].CC1C=CC(S(O)(=O)=O)=CC=1.C[N:51]1C(=O)CCC1.